Dataset: Reaction yield outcomes from USPTO patents with 853,638 reactions. Task: Predict the reaction yield, written as a fraction of the theoretical maximum amount of product (1.0 means a 100% yield; for example, 0.34 means a 34% yield). (1) The reactants are [Br:1][C:2]1[CH:3]=[C:4]2[C:8](=[CH:9][CH:10]=1)[NH:7][CH:6]=[CH:5]2.[CH:11]([Si:14](Cl)([CH:18]([CH3:20])[CH3:19])[CH:15]([CH3:17])[CH3:16])([CH3:13])[CH3:12]. The catalyst is O1CCCC1. The product is [Br:1][C:2]1[CH:3]=[C:4]2[C:8](=[CH:9][CH:10]=1)[N:7]([Si:14]([CH:18]([CH3:20])[CH3:19])([CH:15]([CH3:17])[CH3:16])[CH:11]([CH3:13])[CH3:12])[CH:6]=[CH:5]2. The yield is 0.960. (2) The reactants are [Cl:1][C:2]1[CH:3]=[C:4]2[C:9](=[CH:10][CH:11]=1)[CH:8]=[C:7]([S:12]([CH2:15][CH2:16][CH2:17][CH2:18][C:19]([O-:21])=O)(=[O:14])=[O:13])[CH:6]=[CH:5]2.C1C=CC2N(O)N=NC=2C=1.CCN=C=NCCCN(C)C.[N:43]1[CH:48]=[CH:47][C:46]([N:49]2[CH2:54][CH2:53][NH:52][CH2:51][CH2:50]2)=[CH:45][CH:44]=1. The catalyst is C(#N)C. The product is [Cl:1][C:2]1[CH:3]=[C:4]2[C:9](=[CH:10][CH:11]=1)[CH:8]=[C:7]([S:12]([CH2:15][CH2:16][CH2:17][CH2:18][C:19]([N:52]1[CH2:53][CH2:54][N:49]([C:46]3[CH:47]=[CH:48][N:43]=[CH:44][CH:45]=3)[CH2:50][CH2:51]1)=[O:21])(=[O:13])=[O:14])[CH:6]=[CH:5]2. The yield is 0.880. (3) The reactants are [NH2:1][C:2]1[N:3]=[C:4]([CH3:33])[C:5]2=[C:6]([CH2:8][C@H:9]([C:18]3[CH:23]=[CH:22][C:21]([F:24])=[CH:20][C:19]=3[C:25]3[CH:30]=[CH:29][CH:28]=[C:27]([O:31][CH3:32])[N:26]=3)[NH:10]/[C:11]/2=[N:12]\[O:13][CH2:14][C:15](O)=[O:16])[N:7]=1.CN(C(ON1N=NC2C=CC=CC1=2)=[N+](C)C)C.F[P-](F)(F)(F)(F)F.CCN(CC)CC.[NH:65]1[CH2:70][CH2:69][O:68][CH2:67][CH2:66]1. The catalyst is CN(C=O)C. The product is [NH2:1][C:2]1[N:3]=[C:4]([CH3:33])[C:5]2=[C:6]([CH2:8][C@H:9]([C:18]3[CH:23]=[CH:22][C:21]([F:24])=[CH:20][C:19]=3[C:25]3[CH:30]=[CH:29][CH:28]=[C:27]([O:31][CH3:32])[N:26]=3)[NH:10]/[C:11]/2=[N:12]\[O:13][CH2:14][C:15]([N:65]2[CH2:70][CH2:69][O:68][CH2:67][CH2:66]2)=[O:16])[N:7]=1. The yield is 0.220. (4) The reactants are [CH3:1][C:2]1[C:7]([N+:8]([O-:10])=[O:9])=[C:6]([CH3:11])[N:5]=[C:4]([NH:12][CH2:13][C:14]([O:16]CC)=[O:15])[N:3]=1.[OH-].[Na+]. The catalyst is O1CCOCC1. The product is [CH3:11][C:6]1[C:7]([N+:8]([O-:10])=[O:9])=[C:2]([CH3:1])[N:3]=[C:4]([NH:12][CH2:13][C:14]([OH:16])=[O:15])[N:5]=1. The yield is 0.750. (5) No catalyst specified. The product is [CH3:26][N:27]([CH3:28])[C:4]1[N:5]([C:20]2[CH:25]=[CH:24][CH:23]=[CH:22][CH:21]=2)[C:6](=[O:19])[C:7]2[C:16](=[O:17])[C:15]3[C:10](=[CH:11][CH:12]=[CH:13][CH:14]=3)[NH:9][C:8]=2[N:18]=1. The yield is 0.330. The reactants are C(S[C:4]1[N:5]([C:20]2[CH:25]=[CH:24][CH:23]=[CH:22][CH:21]=2)[C:6](=[O:19])[C:7]2[C:16](=[O:17])[C:15]3[C:10](=[CH:11][CH:12]=[CH:13][CH:14]=3)[NH:9][C:8]=2[N:18]=1)C.[CH3:26][NH:27][CH3:28].C(O)C. (6) The reactants are [N:1]1([CH2:7][C@@H:8]([NH:15]C(=O)OC(C)(C)C)[C:9]2[CH:14]=[CH:13][CH:12]=[CH:11][CH:10]=2)[CH2:6][CH2:5][O:4][CH2:3][CH2:2]1.[ClH:23]. The catalyst is ClCCl.O1CCOCC1.C(OCC)C. The product is [ClH:23].[ClH:23].[N:1]1([CH2:7][C@H:8]([C:9]2[CH:14]=[CH:13][CH:12]=[CH:11][CH:10]=2)[NH2:15])[CH2:6][CH2:5][O:4][CH2:3][CH2:2]1. The yield is 0.900. (7) The reactants are Br[C:2]1[CH:3]=[C:4]([N:8]2[C:16]3[CH2:15][CH2:14][CH2:13][CH2:12][C:11]=3[C:10]([C:17]([NH2:19])=[O:18])=[N:9]2)[CH:5]=[CH:6][CH:7]=1.[C:20]([C@:22]1([OH:29])[CH2:26][CH2:25][N:24]([CH3:27])[C:23]1=[O:28])#[CH:21]. No catalyst specified. The product is [OH:29][C@@:22]1([C:20]#[C:21][C:2]2[CH:3]=[C:4]([N:8]3[C:16]4[CH2:15][CH2:14][CH2:13][CH2:12][C:11]=4[C:10]([C:17]([NH2:19])=[O:18])=[N:9]3)[CH:5]=[CH:6][CH:7]=2)[CH2:26][CH2:25][N:24]([CH3:27])[C:23]1=[O:28]. The yield is 0.530. (8) The yield is 0.636. The product is [CH:6]1([CH2:5][CH:4]([C:11]2[CH:16]=[CH:15][C:14]([S:17][CH3:18])=[C:13]([C:19]([F:22])([F:20])[F:21])[CH:12]=2)[C:3]([OH:23])=[O:2])[CH2:10][CH2:9][CH2:8][CH2:7]1. The catalyst is O1CCCC1.O.O. The reactants are C[O:2][C:3](=[O:23])[CH:4]([C:11]1[CH:16]=[CH:15][C:14]([S:17][CH3:18])=[C:13]([C:19]([F:22])([F:21])[F:20])[CH:12]=1)[CH2:5][CH:6]1[CH2:10][CH2:9][CH2:8][CH2:7]1.[OH-].[Li+]. (9) The reactants are C(OC([NH:11][C:12]1[CH:13]=[C:14]([S:25]([NH2:28])(=[O:27])=[O:26])[CH:15]=[CH:16][C:17]=1[C:18]([O:20]C(C)(C)C)=[O:19])=O)C1C=CC=CC=1.[CH3:29][O:30][C:31]1[CH:32]=[C:33]([NH:47][C:48](OC2C=CC=CC=2)=[O:49])[C:34](=[CH:45][CH:46]=1)[C:35](OCC1C=CC=CC=1)=[O:36]. No catalyst specified. The product is [CH3:29][O:30][C:31]1[CH:32]=[C:33]2[C:34]([C:35](=[O:36])[N:28]([S:25]([C:14]3[CH:13]=[C:12]([NH2:11])[C:17](=[CH:16][CH:15]=3)[C:18]([OH:20])=[O:19])(=[O:26])=[O:27])[C:48](=[O:49])[NH:47]2)=[CH:45][CH:46]=1. The yield is 0.0310.